Dataset: Full USPTO retrosynthesis dataset with 1.9M reactions from patents (1976-2016). Task: Predict the reactants needed to synthesize the given product. (1) Given the product [Cl:17][C:14]1[CH:13]=[CH:12][C:11]([CH2:10][CH:7]2[CH2:8][CH2:9][CH2:5][C:6]2=[O:18])=[CH:16][CH:15]=1, predict the reactants needed to synthesize it. The reactants are: COC([CH:5]1[CH2:9][CH2:8][CH:7]([CH2:10][C:11]2[CH:16]=[CH:15][C:14]([Cl:17])=[CH:13][CH:12]=2)[C:6]1=[O:18])=O.CN(C)C(=O)C.Cl.C(N(CC)CC)C.O.C(=O)(O)[O-].[Na+]. (2) Given the product [F:25][C:23]([F:24])([S:20]([F:19])(=[O:21])=[O:22])[C:1]([O:4][O:8][C:5](=[O:6])[C:23]([F:25])([F:24])[S:20]([F:19])(=[O:22])=[O:21])=[O:3], predict the reactants needed to synthesize it. The reactants are: [C:1]([O-:4])([O-:3])=O.[C:5]([O-:8])([O-])=[O:6].OO.OO.OO.[Na+].[Na+].[Na+].[Na+].[F:19][S:20]([C:23](C(F)=O)([F:25])[F:24])(=[O:22])=[O:21]. (3) Given the product [N:1]([CH2:4][CH:5]1[O:10][C:9]2[C:11]([C:19]3[CH:20]=[CH:21][CH:22]=[CH:23][C:18]=3[CH3:17])=[CH:12][CH:13]=[CH:14][C:8]=2[N:7]([CH3:16])[CH2:6]1)=[N+:2]=[N-:3], predict the reactants needed to synthesize it. The reactants are: [N:1]([CH2:4][CH:5]1[O:10][C:9]2[C:11](Br)=[CH:12][CH:13]=[CH:14][C:8]=2[N:7]([CH3:16])[CH2:6]1)=[N+:2]=[N-:3].[CH3:17][C:18]1[CH:23]=[CH:22][CH:21]=[CH:20][C:19]=1B(O)O. (4) Given the product [F:31][C:28]([F:29])([F:30])[C:20]1[CH:19]=[C:18]([CH:23]=[C:22]([C:24]([F:25])([F:26])[F:27])[CH:21]=1)[CH2:17][N:15]([CH3:16])[C:13](=[O:14])[C:12]1[C:32]([C:34]2[CH:39]=[CH:38][CH:37]=[CH:36][C:35]=2[CH3:40])=[CH:33][C:9]([C:7]2[S:8][C:4]([CH:1]([OH:3])[CH3:2])=[CH:5][CH:6]=2)=[N:10][CH:11]=1, predict the reactants needed to synthesize it. The reactants are: [C:1]([C:4]1[S:8][C:7]([C:9]2[CH:33]=[C:32]([C:34]3[CH:39]=[CH:38][CH:37]=[CH:36][C:35]=3[CH3:40])[C:12]([C:13]([N:15]([CH2:17][C:18]3[CH:23]=[C:22]([C:24]([F:27])([F:26])[F:25])[CH:21]=[C:20]([C:28]([F:31])([F:30])[F:29])[CH:19]=3)[CH3:16])=[O:14])=[CH:11][N:10]=2)=[CH:6][CH:5]=1)(=[O:3])[CH3:2].[BH4-].[Na+].O1CCCC1.